Dataset: Forward reaction prediction with 1.9M reactions from USPTO patents (1976-2016). Task: Predict the product of the given reaction. (1) Given the reactants [F:1][C:2]1[CH:7]=[C:6]([F:8])[CH:5]=[CH:4][C:3]=1[C:9]1[N:10]=[C:11]2[CH2:26][CH2:25][CH2:24][NH:23][C:12]2=[N:13][C:14]=1[C:15]1[CH:20]=[CH:19][C:18]([F:21])=[CH:17][C:16]=1[F:22].O=[CH:28][CH2:29][CH2:30][CH2:31][CH2:32][CH2:33][C:34]([O:36][CH2:37][CH3:38])=[O:35].C(O[BH-](OC(=O)C)OC(=O)C)(=O)C.[Na+].CCCC(C)C, predict the reaction product. The product is: [F:1][C:2]1[CH:7]=[C:6]([F:8])[CH:5]=[CH:4][C:3]=1[C:9]1[N:10]=[C:11]2[CH2:26][CH2:25][CH2:24][N:23]([CH2:28][CH2:29][CH2:30][CH2:31][CH2:32][CH2:33][C:34]([O:36][CH2:37][CH3:38])=[O:35])[C:12]2=[N:13][C:14]=1[C:15]1[CH:20]=[CH:19][C:18]([F:21])=[CH:17][C:16]=1[F:22]. (2) Given the reactants [CH:1]1([C:4]([NH:6][C:7]2[C:8](=[O:14])[CH2:9][CH2:10][CH2:11][C:12]=2O)=O)[CH2:3][CH2:2]1.[CH3:15][NH2:16].Cl.C(=O)([O-])O, predict the reaction product. The product is: [CH:1]1([C:4]2[N:16]([CH3:15])[C:12]3[CH2:11][CH2:10][CH2:9][C:8](=[O:14])[C:7]=3[N:6]=2)[CH2:3][CH2:2]1. (3) Given the reactants [BH4-].[Na+].[C:3]([C:7]1[CH:8]=[C:9]([C:17]2[CH:25]=[CH:24][CH:23]=[C:22]3[C:18]=2[CH2:19][CH:20]([CH3:27])[C:21]3=[O:26])[CH:10]=[C:11]([C:13]([CH3:16])([CH3:15])[CH3:14])[CH:12]=1)([CH3:6])([CH3:5])[CH3:4].C1COCC1, predict the reaction product. The product is: [C:13]([C:11]1[CH:10]=[C:9]([C:17]2[CH:25]=[CH:24][CH:23]=[C:22]3[C:18]=2[CH2:19][CH:20]([CH3:27])[CH:21]3[OH:26])[CH:8]=[C:7]([C:3]([CH3:6])([CH3:5])[CH3:4])[CH:12]=1)([CH3:14])([CH3:15])[CH3:16].